This data is from Full USPTO retrosynthesis dataset with 1.9M reactions from patents (1976-2016). The task is: Predict the reactants needed to synthesize the given product. (1) Given the product [Br:12][C:13]1[CH:20]=[CH:19][C:16]([CH2:17][N:2]([CH3:1])[C:3](=[O:5])[CH3:4])=[CH:15][CH:14]=1, predict the reactants needed to synthesize it. The reactants are: [CH3:1][NH:2][C:3](=[O:5])[CH3:4].CC(C)([O-])C.[K+].[Br:12][C:13]1[CH:20]=[CH:19][C:16]([CH2:17]Br)=[CH:15][CH:14]=1.C(OC(=O)C)C. (2) Given the product [F:21][C:22]1[CH:27]=[C:26]([C:2]2[N:7]=[CH:6][N:5]=[C:4]([N:8]3[CH2:13][CH2:12][N:11]([C:14]([O:16][C:17]([CH3:20])([CH3:19])[CH3:18])=[O:15])[CH2:10][CH2:9]3)[CH:3]=2)[CH:25]=[CH:24][CH:23]=1, predict the reactants needed to synthesize it. The reactants are: Cl[C:2]1[N:7]=[CH:6][N:5]=[C:4]([N:8]2[CH2:13][CH2:12][N:11]([C:14]([O:16][C:17]([CH3:20])([CH3:19])[CH3:18])=[O:15])[CH2:10][CH2:9]2)[CH:3]=1.[F:21][C:22]1[CH:23]=[C:24](OB(O)O)[CH:25]=[CH:26][CH:27]=1.C(=O)([O-])[O-].[Na+].[Na+].C1(C)C=CC=CC=1.